This data is from Forward reaction prediction with 1.9M reactions from USPTO patents (1976-2016). The task is: Predict the product of the given reaction. (1) Given the reactants [CH2:1]([O:8][C:9](Cl)=[O:10])[C:2]1[CH:7]=[CH:6][CH:5]=[CH:4][CH:3]=1.[CH3:12][CH:13]1[CH2:18][NH:17][CH2:16][CH2:15][NH:14]1.C(N(CC)C(C)C)(C)C.[C:28](O[C:28]([O:30][C:31]([CH3:34])([CH3:33])[CH3:32])=[O:29])([O:30][C:31]([CH3:34])([CH3:33])[CH3:32])=[O:29], predict the reaction product. The product is: [CH3:12][CH:13]1[CH2:18][N:17]([C:9]([O:8][CH2:1][C:2]2[CH:7]=[CH:6][CH:5]=[CH:4][CH:3]=2)=[O:10])[CH2:16][CH2:15][N:14]1[C:28]([O:30][C:31]([CH3:34])([CH3:33])[CH3:32])=[O:29]. (2) Given the reactants [NH2:1][C@@H:2]1[CH2:7][CH2:6][C@H:5]([NH:8][C:9](=[O:23])[C:10]2[CH:15]=[CH:14][C:13]([C:16]3[CH:21]=[CH:20][CH:19]=[C:18]([F:22])[CH:17]=3)=[N:12][CH:11]=2)[CH2:4][CH2:3]1.[C:24]([O:28][C:29]([NH:31][CH2:32][C:33](O)=[O:34])=[O:30])([CH3:27])([CH3:26])[CH3:25].C1C=NC2N(O)N=NC=2C=1.C(Cl)CCl.C(=O)([O-])O.[Na+], predict the reaction product. The product is: [C:24]([O:28][C:29](=[O:30])[NH:31][CH2:32][C:33]([NH:1][C@H:2]1[CH2:3][CH2:4][C@@H:5]([NH:8][C:9]([C:10]2[CH:11]=[N:12][C:13]([C:16]3[CH:21]=[CH:20][CH:19]=[C:18]([F:22])[CH:17]=3)=[CH:14][CH:15]=2)=[O:23])[CH2:6][CH2:7]1)=[O:34])([CH3:27])([CH3:25])[CH3:26]. (3) Given the reactants [O:1]1[CH:5]=[CH:4][CH:3]=[C:2]1[C:6]([OH:8])=[O:7].[Li+].CC([N-]C(C)C)C.[P:17](Cl)([O:22][CH2:23][CH3:24])([O:19][CH2:20][CH3:21])=[O:18], predict the reaction product. The product is: [CH2:20]([O:19][P:17]([C:5]1[O:1][C:2]([C:6]([OH:8])=[O:7])=[CH:3][CH:4]=1)([O:22][CH2:23][CH3:24])=[O:18])[CH3:21]. (4) The product is: [NH2:16][C:17]1[C:18]([C:39]#[N:40])=[N:19][C:20]([C:23]2[CH:28]=[CH:27][C:26]([C:2]3[CH:7]=[CH:6][CH:5]=[CH:4][C:3]=3[C:8]([N:10]3[CH2:15][CH2:14][O:13][CH2:12][CH2:11]3)=[O:9])=[CH:25][C:24]=2[F:38])=[CH:21][N:22]=1. Given the reactants Br[C:2]1[CH:7]=[CH:6][CH:5]=[CH:4][C:3]=1[C:8]([N:10]1[CH2:15][CH2:14][O:13][CH2:12][CH2:11]1)=[O:9].[NH2:16][C:17]1[C:18]([C:39]#[N:40])=[N:19][C:20]([C:23]2[CH:28]=[CH:27][C:26](B3OC(C)(C)C(C)(C)O3)=[CH:25][C:24]=2[F:38])=[CH:21][N:22]=1, predict the reaction product.